This data is from Full USPTO retrosynthesis dataset with 1.9M reactions from patents (1976-2016). The task is: Predict the reactants needed to synthesize the given product. (1) Given the product [CH3:24][S:25]([O:10][CH2:9][C:5]1([CH3:8])[CH2:4][CH2:3][C:2]([F:1])([S:11]([C:14]2[CH:19]=[CH:18][CH:17]=[C:16]([C:20]([F:21])([F:22])[F:23])[CH:15]=2)(=[O:13])=[O:12])[CH2:7][CH2:6]1)(=[O:27])=[O:26], predict the reactants needed to synthesize it. The reactants are: [F:1][C:2]1([S:11]([C:14]2[CH:19]=[CH:18][CH:17]=[C:16]([C:20]([F:23])([F:22])[F:21])[CH:15]=2)(=[O:13])=[O:12])[CH2:7][CH2:6][C:5]([CH2:9][OH:10])([CH3:8])[CH2:4][CH2:3]1.[CH3:24][S:25](Cl)(=[O:27])=[O:26]. (2) Given the product [NH2:20][C:19]1[C:6]2[C:5](=[CH:4][C:3]([O:2][CH3:1])=[CH:8][CH:7]=2)[CH:9]=[C:10]([CH3:11])[N:18]=1, predict the reactants needed to synthesize it. The reactants are: [CH3:1][O:2][C:3]1[CH:4]=[C:5]([CH2:9][C:10](=O)[CH3:11])[CH:6]=[CH:7][CH:8]=1.P(Cl)(Cl)(Cl)=O.[N:18]#[C:19][NH2:20].O. (3) The reactants are: [Br:1][C:2]1[CH:3]=[C:4]([O:10][CH3:11])[C:5]([CH2:8][OH:9])=[N:6][CH:7]=1.[H-].[Na+].CI.[CH3:16]COC(C)=O. Given the product [Br:1][C:2]1[CH:3]=[C:4]([O:10][CH3:11])[C:5]([CH2:8][O:9][CH3:16])=[N:6][CH:7]=1, predict the reactants needed to synthesize it. (4) Given the product [Cl:1][C:2]1[C:3]([F:23])=[C:4]([CH:20]=[CH:21][CH:22]=1)[CH2:5][C:6]1[C:7]([O:18][CH3:19])=[CH:8][C:9]([O:16][CH3:17])=[C:10]([CH:15]=1)[C:11]([OH:13])=[O:12], predict the reactants needed to synthesize it. The reactants are: [Cl:1][C:2]1[C:3]([F:23])=[C:4]([CH:20]=[CH:21][CH:22]=1)[CH2:5][C:6]1[C:7]([O:18][CH3:19])=[CH:8][C:9]([O:16][CH3:17])=[C:10]([CH:15]=1)[C:11]([O:13]C)=[O:12].[OH-].[Na+]. (5) Given the product [Cl:22][C:15]1[C:14]2[C:9](=[CH:10][CH:11]=[CH:12][CH:13]=2)[N:8]=[C:7]([C:1]2[CH:6]=[CH:5][CH:4]=[CH:3][CH:2]=2)[CH:16]=1, predict the reactants needed to synthesize it. The reactants are: [C:1]1([C:7]2[NH:8][C:9]3[C:14]([C:15](=O)[CH:16]=2)=[CH:13][CH:12]=[CH:11][CH:10]=3)[CH:6]=[CH:5][CH:4]=[CH:3][CH:2]=1.[NH4+].[OH-].P(Cl)(Cl)([Cl:22])=O. (6) Given the product [OH:22][CH2:4][C@@H:5]1[CH2:9][N:8]([C:10]2[CH:11]=[CH:12][C:13]3[O:14][CH2:15][C:16](=[O:20])[NH:17][C:18]=3[N:19]=2)[C:7](=[O:21])[CH2:6]1, predict the reactants needed to synthesize it. The reactants are: COC[CH2:4][C@@H:5]1[CH2:9][N:8]([C:10]2[CH:11]=[CH:12][C:13]3[O:14][CH2:15][C:16](=[O:20])[NH:17][C:18]=3[N:19]=2)[C:7](=[O:21])[CH2:6]1.[O:22]1CCCC1.Cl.C(=O)([O-])O.[Na+]. (7) Given the product [NH2:1][C:4]1[CH:5]=[C:6]([NH:10][C:11]2[C:20]3[C:15](=[C:16]([C:21]4[CH:22]=[CH:23][CH:24]=[CH:25][CH:26]=4)[CH:17]=[CH:18][CH:19]=3)[CH:14]=[CH:13][N:12]=2)[CH:7]=[CH:8][CH:9]=1, predict the reactants needed to synthesize it. The reactants are: [N+:1]([C:4]1[CH:5]=[C:6]([NH:10][C:11]2[C:20]3[C:15](=[C:16]([C:21]4[CH:26]=[CH:25][CH:24]=[CH:23][CH:22]=4)[CH:17]=[CH:18][CH:19]=3)[CH:14]=[CH:13][N:12]=2)[CH:7]=[CH:8][CH:9]=1)([O-])=O.[H][H].